This data is from Forward reaction prediction with 1.9M reactions from USPTO patents (1976-2016). The task is: Predict the product of the given reaction. Given the reactants [CH3:1][O:2][CH2:3][CH2:4][CH2:5][O:6][C:7]1[CH:8]=[C:9]([CH:18]=[CH:19][C:20]=1[CH3:21])[C:10](OCCCOC)=[O:11].[H-].[Al+3].[Li+].[H-].[H-].[H-].[OH-].[Na+].Cl, predict the reaction product. The product is: [CH3:1][O:2][CH2:3][CH2:4][CH2:5][O:6][C:7]1[CH:8]=[C:9]([CH2:10][OH:11])[CH:18]=[CH:19][C:20]=1[CH3:21].